The task is: Predict the reactants needed to synthesize the given product.. This data is from Full USPTO retrosynthesis dataset with 1.9M reactions from patents (1976-2016). (1) Given the product [CH3:2][C:3]1([CH3:17])[CH2:8][N:7]([C:28](=[O:29])[C:27]2[CH:31]=[CH:32][CH:33]=[C:25]([C:22]3[N:21]=[C:20]([C:19]([F:35])([F:34])[F:18])[O:24][N:23]=3)[CH:26]=2)[CH2:6][CH2:5][N:4]1[C:9]1[CH:16]=[CH:15][C:12]([C:13]#[N:14])=[CH:11][N:10]=1, predict the reactants needed to synthesize it. The reactants are: Cl.[CH3:2][C:3]1([CH3:17])[CH2:8][NH:7][CH2:6][CH2:5][N:4]1[C:9]1[CH:16]=[CH:15][C:12]([C:13]#[N:14])=[CH:11][N:10]=1.[F:18][C:19]([F:35])([F:34])[C:20]1[O:24][N:23]=[C:22]([C:25]2[CH:26]=[C:27]([CH:31]=[CH:32][CH:33]=2)[C:28](O)=[O:29])[N:21]=1. (2) Given the product [Br:1][C:2]1[CH:7]=[CH:6][C:5]([S:8][C:9]2[C:17]3[C:16](=[O:18])[CH2:15][C:14]([CH3:20])([CH3:19])[CH2:13][C:12]=3[N:11]([CH2:21][C:22]([O:24][CH2:25][CH3:26])=[O:23])[C:10]=2[CH3:27])=[C:4]([S:28]([N:32]2[CH2:36][CH2:35][CH2:34][CH2:33]2)(=[O:30])=[O:29])[CH:3]=1, predict the reactants needed to synthesize it. The reactants are: [Br:1][C:2]1[CH:7]=[CH:6][C:5]([S:8][C:9]2[C:17]3[C:16](=[O:18])[CH2:15][C:14]([CH3:20])([CH3:19])[CH2:13][C:12]=3[N:11]([CH2:21][C:22]([O:24][CH2:25][CH3:26])=[O:23])[C:10]=2[CH3:27])=[C:4]([S:28](Cl)(=[O:30])=[O:29])[CH:3]=1.[NH:32]1[CH2:36][CH2:35][CH2:34][CH2:33]1. (3) Given the product [CH3:10][C:9]([C:5]1[CH:6]=[CH:7][CH:8]=[C:1]([OH:2])[C:3]=1[OH:4])=[O:11], predict the reactants needed to synthesize it. The reactants are: [C:1]1([C:3](=[CH:5][CH:6]=[CH:7][CH:8]=1)[OH:4])[OH:2].[C:9](O)(=[O:11])[CH3:10].B(F)(F)F. (4) Given the product [C:1]([NH:4][C@H:5]([CH2:11][C:12]1[CH:17]=[CH:16][CH:15]=[C:14]([N+:18]([O-:20])=[O:19])[CH:13]=1)[C:6]([O:8][CH2:9][CH3:10])=[O:7])(=[O:3])[CH3:2], predict the reactants needed to synthesize it. The reactants are: [C:1]([NH:4][CH:5]([CH2:11][C:12]1[CH:17]=[CH:16][CH:15]=[C:14]([N+:18]([O-:20])=[O:19])[CH:13]=1)[C:6]([O:8][CH2:9][CH3:10])=[O:7])(=[O:3])[CH3:2].C(=O)([O-])O.[NH4+].O. (5) Given the product [Br:1][C:25]1[C:18]2[C:17]([C:11]3[CH:12]=[CH:13][C:14]([CH3:16])=[CH:15][C:10]=3[CH3:9])=[N:22][CH:21]=[N:20][C:19]=2[N:23]([CH2:26][O:27][CH2:28][CH2:29][Si:30]([CH3:31])([CH3:33])[CH3:32])[CH:24]=1, predict the reactants needed to synthesize it. The reactants are: [Br:1]N1C(=O)CCC1=O.[CH3:9][C:10]1[CH:15]=[C:14]([CH3:16])[CH:13]=[CH:12][C:11]=1[C:17]1[C:18]2[CH:25]=[CH:24][N:23]([CH2:26][O:27][CH2:28][CH2:29][Si:30]([CH3:33])([CH3:32])[CH3:31])[C:19]=2[N:20]=[CH:21][N:22]=1. (6) The reactants are: [CH3:1][C:2]([O:9][C:10]1[CH:15]=[CH:14][C:13]([O:16][CH:17]([C:22]2[CH:27]=[CH:26][CH:25]=[C:24]([C:28]3[CH:33]=[CH:32][C:31]([C:34]([F:37])([F:36])[F:35])=[CH:30][CH:29]=3)[N:23]=2)[CH2:18][CH2:19][CH2:20][CH3:21])=[CH:12][C:11]=1[CH3:38])([CH3:8])[C:3]([O:5]CC)=[O:4].O.[OH-].[Na+].Cl. Given the product [NH3:23].[CH3:1][C:2]([O:9][C:10]1[CH:15]=[CH:14][C:13]([O:16][CH:17]([C:22]2[CH:27]=[CH:26][CH:25]=[C:24]([C:28]3[CH:29]=[CH:30][C:31]([C:34]([F:37])([F:36])[F:35])=[CH:32][CH:33]=3)[N:23]=2)[CH2:18][CH2:19][CH2:20][CH3:21])=[CH:12][C:11]=1[CH3:38])([CH3:8])[C:3]([OH:5])=[O:4], predict the reactants needed to synthesize it. (7) Given the product [C:1]([O:4][C:5]1[C:24]([O:25][CH3:26])=[CH:23][C:8]([C:9]([NH:11][CH2:12][CH2:13][C:14]2[CH:19]=[CH:18][C:17]([NH2:20])=[CH:16][CH:15]=2)=[O:10])=[CH:7][C:6]=1[O:27][CH3:28])(=[O:3])[CH3:2], predict the reactants needed to synthesize it. The reactants are: [C:1]([O:4][C:5]1[C:24]([O:25][CH3:26])=[CH:23][C:8]([C:9]([NH:11][CH2:12][CH2:13][C:14]2[CH:19]=[CH:18][C:17]([N+:20]([O-])=O)=[CH:16][CH:15]=2)=[O:10])=[CH:7][C:6]=1[O:27][CH3:28])(=[O:3])[CH3:2].CC(C1C=C(C=C(C(C)(C)C)C=1O)C(NCC1C=CC([N+]([O-])=O)=CC=1)=O)(C)C. (8) Given the product [NH2:13][C:12]1[CH:11]=[CH:10][CH:9]=[CH:16][CH:17]=1.[CH2:4]=[O:5], predict the reactants needed to synthesize it. The reactants are: C(N=C=O)CN=[C:4]=[O:5].[CH2:9]([CH2:16][CH2:17]N=C=O)[CH2:10][CH2:11][CH2:12][N:13]=C=O.N(C1CCCC1CN=C=O)=C=O.N(C1CC(C)(CN=C=O)CC(C)(C)C1)=C=O.C1(CN=C=O)C=CC(CN=C=O)=CC=1.